Dataset: Peptide-MHC class I binding affinity with 185,985 pairs from IEDB/IMGT. Task: Regression. Given a peptide amino acid sequence and an MHC pseudo amino acid sequence, predict their binding affinity value. This is MHC class I binding data. (1) The peptide sequence is RTADIGACM. The MHC is HLA-A25:01 with pseudo-sequence HLA-A25:01. The binding affinity (normalized) is 0.0847. (2) The peptide sequence is SLYNTIATL. The MHC is HLA-A68:02 with pseudo-sequence HLA-A68:02. The binding affinity (normalized) is 0.0206. (3) The peptide sequence is FFASFYYIWK. The MHC is HLA-A31:01 with pseudo-sequence HLA-A31:01. The binding affinity (normalized) is 0.390. (4) The peptide sequence is SEETGTLIV. The MHC is HLA-B44:03 with pseudo-sequence HLA-B44:03. The binding affinity (normalized) is 0.0549. (5) The peptide sequence is KVFDKSLLY. The MHC is HLA-B35:01 with pseudo-sequence HLA-B35:01. The binding affinity (normalized) is 0.797. (6) The peptide sequence is APTLHRLGI. The MHC is HLA-B46:01 with pseudo-sequence HLA-B46:01. The binding affinity (normalized) is 0.0847. (7) The binding affinity (normalized) is 0.0847. The MHC is HLA-B40:01 with pseudo-sequence HLA-B40:01. The peptide sequence is YFSDVSAPV. (8) The MHC is HLA-A03:01 with pseudo-sequence HLA-A03:01. The binding affinity (normalized) is 0.287. The peptide sequence is TMADLVYALR.